Predict the reaction yield, written as a fraction of the theoretical maximum amount of product (1.0 means a 100% yield; for example, 0.34 means a 34% yield). From a dataset of Reaction yield outcomes from USPTO patents with 853,638 reactions. (1) The reactants are [Cl-].O[NH3+:3].[C:4](=[O:7])([O-])[OH:5].[Na+].CS(C)=O.[CH3:13][C:14]1([CH3:50])[CH2:19][CH:18]([N:20]2[C:25](=[O:26])[C:24]([CH2:27][C:28]3[CH:33]=[CH:32][C:31]([C:34]4[C:35]([C:40]#[N:41])=[CH:36][CH:37]=[CH:38][CH:39]=4)=[CH:30][C:29]=3[F:42])=[C:23]([CH2:43][CH2:44][CH3:45])[N:22]3[N:46]=[C:47]([CH3:49])[N:48]=[C:21]23)[CH2:17][CH2:16][O:15]1. The catalyst is C(OCC)(=O)C. The product is [CH3:50][C:14]1([CH3:13])[CH2:19][CH:18]([N:20]2[C:25](=[O:26])[C:24]([CH2:27][C:28]3[CH:33]=[CH:32][C:31]([C:34]4[CH:39]=[CH:38][CH:37]=[CH:36][C:35]=4[C:40]4[NH:3][C:4](=[O:7])[O:5][N:41]=4)=[CH:30][C:29]=3[F:42])=[C:23]([CH2:43][CH2:44][CH3:45])[N:22]3[N:46]=[C:47]([CH3:49])[N:48]=[C:21]23)[CH2:17][CH2:16][O:15]1. The yield is 0.620. (2) The reactants are [CH2:1]([C:9]1[C:17]2[S:18][CH:19]=[CH:20][C:16]=2[C:15]([CH2:21][CH2:22][CH2:23][CH2:24][CH2:25][CH2:26][CH2:27][CH3:28])=[C:11]2[S:12][CH:13]=[CH:14][C:10]=12)[CH2:2][CH2:3][CH2:4][CH2:5][CH2:6][CH2:7][CH3:8].C([Li])CCC.[CH3:34][Sn:35](Cl)([CH3:37])[CH3:36]. The catalyst is C1COCC1. The product is [CH3:34][Sn:35]([CH3:37])([CH3:36])[C:13]1[S:12][C:11]2=[C:15]([CH2:21][CH2:22][CH2:23][CH2:24][CH2:25][CH2:26][CH2:27][CH3:28])[C:16]3[CH:20]=[C:19]([Sn:35]([CH3:37])([CH3:36])[CH3:34])[S:18][C:17]=3[C:9]([CH2:1][CH2:2][CH2:3][CH2:4][CH2:5][CH2:6][CH2:7][CH3:8])=[C:10]2[CH:14]=1. The yield is 0.680. (3) The reactants are [Cl:1][C:2]1[CH:9]=[CH:8][C:5]([C:6]#[N:7])=[C:4](F)[CH:3]=1.[OH:11][C:12]1[C:21]2[C:16](=[CH:17][CH:18]=[CH:19][CH:20]=2)[C:15]([CH:22]=[O:23])=[CH:14][CH:13]=1.C(=O)([O-])[O-].[Cs+].[Cs+].O. The catalyst is CN(C=O)C. The product is [Cl:1][C:2]1[CH:9]=[CH:8][C:5]([C:6]#[N:7])=[C:4]([O:11][C:12]2[C:21]3[C:16](=[CH:17][CH:18]=[CH:19][CH:20]=3)[C:15]([CH:22]=[O:23])=[CH:14][CH:13]=2)[CH:3]=1. The yield is 0.560.